Dataset: Full USPTO retrosynthesis dataset with 1.9M reactions from patents (1976-2016). Task: Predict the reactants needed to synthesize the given product. Given the product [N:3]1[CH:4]=[C:5]([C:7]([NH:40][C:41]2([C:44]([O:46][CH2:47][CH3:48])=[O:45])[CH2:43][CH2:42]2)=[O:9])[CH:6]=[N:1][CH:2]=1, predict the reactants needed to synthesize it. The reactants are: [N:1]1[CH:6]=[C:5]([C:7]([OH:9])=O)[CH:4]=[N:3][CH:2]=1.C(N(CC)CC)C.CN(C(ON1N=NC2C=CC=CC1=2)=[N+](C)C)C.[B-](F)(F)(F)F.Cl.[NH2:40][C:41]1([C:44]([O:46][CH2:47][CH3:48])=[O:45])[CH2:43][CH2:42]1.